From a dataset of Full USPTO retrosynthesis dataset with 1.9M reactions from patents (1976-2016). Predict the reactants needed to synthesize the given product. Given the product [Cl:1][C:2]1[CH:3]=[C:4]([NH:8][C:9]2[CH:10]=[C:11]([CH:17]3[CH2:19][CH2:18]3)[C:12]([CH2:15][NH:23][CH2:20][CH2:21][CH3:22])=[CH:13][N:14]=2)[CH:5]=[CH:6][CH:7]=1.[ClH:24].[ClH:1].[Cl:1][C:2]1[CH:3]=[C:4]([NH:8][C:9]2[CH:10]=[C:11]([CH:17]3[CH2:19][CH2:18]3)[C:12]([CH2:15][NH:23][CH2:20][CH2:21][CH3:22])=[CH:13][N:14]=2)[CH:5]=[CH:6][CH:7]=1, predict the reactants needed to synthesize it. The reactants are: [Cl:1][C:2]1[CH:3]=[C:4]([NH:8][C:9]2[N:14]=[CH:13][C:12]([CH:15]=O)=[C:11]([CH:17]3[CH2:19][CH2:18]3)[CH:10]=2)[CH:5]=[CH:6][CH:7]=1.[CH2:20]([NH2:23])[CH2:21][CH3:22].[ClH:24].